From a dataset of HIV replication inhibition screening data with 41,000+ compounds from the AIDS Antiviral Screen. Binary Classification. Given a drug SMILES string, predict its activity (active/inactive) in a high-throughput screening assay against a specified biological target. The compound is CN(C)CCCNC(=O)CCNC(=O)c1cc(NC(=O)c2cc(NC(=O)c3cc(NC(=O)c4nc(NC(=O)CCCNC(=O)c5cc(NC(=O)c6cc(NC(=O)c7cc(NC(=O)c8nccn8C)cn7C)cn6C)cn5C)cn4C)cn3C)cn2C)cn1C.O=C(O)C(F)(F)F. The result is 1 (active).